Dataset: Catalyst prediction with 721,799 reactions and 888 catalyst types from USPTO. Task: Predict which catalyst facilitates the given reaction. (1) Reactant: [CH3:1][C:2]1[CH:7]=[CH:6][C:5](OS(C(F)(F)F)(=O)=O)=[C:4]([N+:16]([O-:18])=[O:17])[CH:3]=1.[SH:19][C:20]1[CH:25]=[CH:24][C:23]([OH:26])=[CH:22][CH:21]=1.C([O-])([O-])=O.[Na+].[Na+]. Product: [CH3:1][C:2]1[CH:7]=[CH:6][C:5]([S:19][C:20]2[CH:25]=[CH:24][C:23]([OH:26])=[CH:22][CH:21]=2)=[C:4]([N+:16]([O-:18])=[O:17])[CH:3]=1. The catalyst class is: 14. (2) Reactant: [F:1][C@@H:2]1[CH2:6][CH2:5][N:4]([C:7]([NH:9][C:10]2[S:11][C:12]([CH3:15])=[CH:13][N:14]=2)=[O:8])[CH2:3]1.ClC1C=C2C(N=CC=C2)=C2C=1C=CC=N2.C(=O)([O-])[O-].[Cs+].[Cs+].[Br:37][C:38]1[CH:43]=[CH:42][CH:41]=[C:40](Br)[CH:39]=1.[OH-].[NH4+].O. Product: [Br:37][C:38]1[CH:39]=[C:40]([N:14]2[CH:13]=[C:12]([CH3:15])[S:11]/[C:10]/2=[N:9]\[C:7]([N:4]2[CH2:5][CH2:6][C@@H:2]([F:1])[CH2:3]2)=[O:8])[CH:41]=[CH:42][CH:43]=1. The catalyst class is: 60. (3) Reactant: [C:1]([O:5][C:6]([NH:8][C@H:9]([CH:13]([OH:24])[C:14]1[CH:19]=[CH:18][C:17]([C:20]([F:23])([F:22])[F:21])=[CH:16][CH:15]=1)[C:10]([OH:12])=[O:11])=[O:7])([CH3:4])([CH3:3])[CH3:2].COC1C=CC2N=CC=C([C@@H](O)[C@H]3N4C[C@H](C=C)[C@@H](CC4)C3)C=2C=1.CC1(C)O[C@]2(OC[C@@H]3OC(C)(C)O[C@@H]3C2=O)CO1. Product: [C:1]([O:5][C:6]([NH:8][C@@H:9]([C@H:13]([OH:24])[C:14]1[CH:15]=[CH:16][C:17]([C:20]([F:22])([F:23])[F:21])=[CH:18][CH:19]=1)[C:10]([OH:12])=[O:11])=[O:7])([CH3:4])([CH3:2])[CH3:3]. The catalyst class is: 28. (4) Reactant: [NH2:1][C:2]1[S:3][CH:4]=[CH:5][C:6]=1[C:7]([O:9][CH3:10])=[O:8].[OH-].[K+].ClC(OC(Cl)(Cl)Cl)=[O:15]. Product: [NH:1]1[C:2]2[S:3][CH:4]=[CH:5][C:6]=2[C:7](=[O:8])[O:9][C:10]1=[O:15]. The catalyst class is: 6. (5) Reactant: [N+:1]([C:4]1[CH:9]=[CH:8][CH:7]=[C:6]([NH2:10])[C:5]=1[NH2:11])([O-:3])=[O:2].[N:12]([O-])=O.[Na+]. Product: [N+:1]([C:4]1[C:5]2[N:11]=[N:12][NH:10][C:6]=2[CH:7]=[CH:8][CH:9]=1)([O-:3])=[O:2]. The catalyst class is: 52. (6) Reactant: C(OC([N:8]1[CH2:13][CH2:12][N:11]([C:14]2[N:19]=[C:18]([C:20]3[CH:25]=[CH:24][N:23]=[C:22]([NH:26][CH:27]4[CH2:32][CH2:31][CH2:30][CH2:29][CH2:28]4)[CH:21]=3)[CH:17]=[C:16]([CH2:33][C:34]#[N:35])[CH:15]=2)[CH2:10][CH2:9]1)=O)(C)(C)C.C[Si](Cl)(C)C.[OH2:41]. Product: [CH:27]1([NH:26][C:22]2[CH:21]=[C:20]([C:18]3[CH:17]=[C:16]([CH2:33][C:34]([NH2:35])=[O:41])[CH:15]=[C:14]([N:11]4[CH2:10][CH2:9][NH:8][CH2:13][CH2:12]4)[N:19]=3)[CH:25]=[CH:24][N:23]=2)[CH2:28][CH2:29][CH2:30][CH2:31][CH2:32]1. The catalyst class is: 1.